This data is from Peptide-MHC class I binding affinity with 185,985 pairs from IEDB/IMGT. The task is: Regression. Given a peptide amino acid sequence and an MHC pseudo amino acid sequence, predict their binding affinity value. This is MHC class I binding data. (1) The peptide sequence is SLFNWLWYE. The MHC is HLA-A02:19 with pseudo-sequence HLA-A02:19. The binding affinity (normalized) is 0.0847. (2) The peptide sequence is DDPWGEVLAW. The MHC is Mamu-B01 with pseudo-sequence Mamu-B01. The binding affinity (normalized) is 0. (3) The peptide sequence is YTMDTVNRTH. The MHC is HLA-A31:01 with pseudo-sequence HLA-A31:01. The binding affinity (normalized) is 0.150. (4) The binding affinity (normalized) is 0.369. The peptide sequence is ETIEILRNY. The MHC is HLA-B57:01 with pseudo-sequence HLA-B57:01.